Dataset: Forward reaction prediction with 1.9M reactions from USPTO patents (1976-2016). Task: Predict the product of the given reaction. Given the reactants [NH:1]1[CH:5]=[N:4][C:3]([S:6][CH2:7][CH2:8][O:9][C:10]2[CH:15]=[C:14]([C:16]#[N:17])[CH:13]=[CH:12][N:11]=2)=[N:2]1.[C:18](Cl)([C:31]1[CH:36]=[CH:35][CH:34]=[CH:33][CH:32]=1)([C:25]1[CH:30]=[CH:29][CH:28]=[CH:27][CH:26]=1)[C:19]1[CH:24]=[CH:23][CH:22]=[CH:21][CH:20]=1.C(N(CC)CC)C, predict the reaction product. The product is: [C:19]1([C:18]([C:25]2[CH:26]=[CH:27][CH:28]=[CH:29][CH:30]=2)([C:31]2[CH:32]=[CH:33][CH:34]=[CH:35][CH:36]=2)[N:1]2[CH:5]=[N:4][C:3]([S:6][CH2:7][CH2:8][O:9][C:10]3[CH:15]=[C:14]([C:16]#[N:17])[CH:13]=[CH:12][N:11]=3)=[N:2]2)[CH:20]=[CH:21][CH:22]=[CH:23][CH:24]=1.